This data is from Reaction yield outcomes from USPTO patents with 853,638 reactions. The task is: Predict the reaction yield, written as a fraction of the theoretical maximum amount of product (1.0 means a 100% yield; for example, 0.34 means a 34% yield). (1) The reactants are [C:1]([CH:3]1[CH2:6][N:5]([C:7]([O:9][C:10]([CH3:13])([CH3:12])[CH3:11])=[O:8])[CH2:4]1)#[N:2].[Li+].[CH3:15][Si]([N-][Si](C)(C)C)(C)C.CI. The catalyst is C1COCC1. The product is [C:1]([C:3]1([CH3:15])[CH2:6][N:5]([C:7]([O:9][C:10]([CH3:13])([CH3:12])[CH3:11])=[O:8])[CH2:4]1)#[N:2]. The yield is 0.770. (2) The product is [O:9]1[C:10]2=[CH:11][CH:12]=[CH:17][C:16]2=[CH:15][CH:14]=[C:13]1[NH:6][C:5]1[CH:7]=[CH:8][CH:2]=[CH:3][CH:4]=1. The catalyst is COCCOC.CCO.O. The reactants are I[C:2]1[CH:8]=[CH:7][C:5]([NH2:6])=[CH:4][CH:3]=1.[O:9]1[C:13]2[CH:14]=[CH:15][CH:16]=[CH:17][C:12]=2[CH:11]=[C:10]1B(O)O.C([O-])([O-])=O.[Na+].[Na+]. The yield is 0.995. (3) The reactants are [Cl:1][CH2:2][C:3]([NH2:5])=[O:4].C(Cl)(=O)[C:7](Cl)=[O:8].[C:12]([OH:16])([CH3:15])([CH3:14])[CH3:13].ClCCCl.C(=O)([O-])O.[Na+]. The catalyst is ClCCCl. The product is [Cl:1][CH2:2][C:3]([NH:5][C:7](=[O:8])[O:16][C:12]([CH3:15])([CH3:14])[CH3:13])=[O:4]. The yield is 0.490. (4) The reactants are [CH3:1][O:2][C:3]([C:5]1[C:6]2[C:20]([CH:21]3[CH2:23][CH2:22]3)=[N:19][NH:18][C:7]=2[N:8]=[C:9]([C:11]2[CH:16]=[CH:15][C:14]([OH:17])=[CH:13][CH:12]=2)[CH:10]=1)=[O:4].[O:24]1[CH:29]=[CH:28][CH2:27][CH2:26][CH2:25]1.O.C1(C)C=CC(S(O)(=O)=O)=CC=1.O. The catalyst is C1COCC1. The product is [CH3:1][O:2][C:3]([C:5]1[C:6]2[C:20]([CH:21]3[CH2:23][CH2:22]3)=[N:19][N:18]([CH:25]3[CH2:26][CH2:27][CH2:28][CH2:29][O:24]3)[C:7]=2[N:8]=[C:9]([C:11]2[CH:12]=[CH:13][C:14]([OH:17])=[CH:15][CH:16]=2)[CH:10]=1)=[O:4]. The yield is 0.700. (5) The reactants are [OH:1][C:2]1[CH:3]=[C:4]([CH:9]=[CH:10][N:11]=1)[C:5]([O:7][CH3:8])=[O:6].Br[CH:13]([CH3:15])[CH3:14].C(=O)([O-])[O-].[K+].[K+]. The catalyst is CN(C)C=O. The product is [CH:13]([N:11]1[CH:10]=[CH:9][C:4]([C:5]([O:7][CH3:8])=[O:6])=[CH:3][C:2]1=[O:1])([CH3:15])[CH3:14]. The yield is 0.180. (6) The reactants are [F:1][CH2:2][CH2:3][CH2:4][O:5][C:6]1[CH:14]=[C:13]2[C:9]([CH2:10][CH2:11][C:12]2=[O:15])=[CH:8][CH:7]=1.[C:16]([O:20]C)(=O)[CH:17]=[CH2:18].[CH3:22][C:23](C)([O-])C.[K+].[OH-].[K+]. The catalyst is [Cl-].[Na+].O.O. The product is [F:1][CH2:2][CH2:3][CH2:4][O:5][C:6]1[CH:14]=[C:13]2[C:9]([CH2:10][C:11]3([CH2:18][CH2:17][C:16](=[O:20])[CH2:23][CH2:22]3)[C:12]2=[O:15])=[CH:8][CH:7]=1. The yield is 0.660. (7) The reactants are [C:1]([C:5]1[C:13]2[C:8](=[CH:9][C:10]([N+:14]([O-])=O)=[CH:11][CH:12]=2)[NH:7][CH:6]=1)([CH3:4])([CH3:3])[CH3:2]. The catalyst is C(O)C.[Ni]. The yield is 0.773. The product is [C:1]([C:5]1[C:13]2[C:8](=[CH:9][C:10]([NH2:14])=[CH:11][CH:12]=2)[NH:7][CH:6]=1)([CH3:4])([CH3:2])[CH3:3]. (8) The reactants are [C:1]([O:5][C:6]([NH:8][C:9]1[N:10]=[C:11]([C:15]([O:17]C)=[O:16])[N:12]([CH3:14])[CH:13]=1)=[O:7])([CH3:4])([CH3:3])[CH3:2].[OH-].[Na+]. The catalyst is C1COCC1.O.O. The product is [C:1]([O:5][C:6]([NH:8][C:9]1[N:10]=[C:11]([C:15]([OH:17])=[O:16])[N:12]([CH3:14])[CH:13]=1)=[O:7])([CH3:4])([CH3:2])[CH3:3]. The yield is 0.810. (9) The yield is 0.460. The reactants are [NH2:1][C@@H:2]1[C:11]2[C:6](=[CH:7][CH:8]=[CH:9][CH:10]=2)[C@H:5]([OH:12])[CH2:4][CH2:3]1.[H-].[Na+].F[C:16]1[CH:17]=[CH:18][C:19]2[N:20]([C:22]([N:25]3[CH2:30][CH2:29][CH:28]([CH2:31][O:32][Si:33]([CH:40]([CH3:42])[CH3:41])([CH:37]([CH3:39])[CH3:38])[CH:34]([CH3:36])[CH3:35])[CH2:27][CH2:26]3)=[N:23][N:24]=2)[CH:21]=1. The product is [CH:40]([Si:33]([CH:34]([CH3:36])[CH3:35])([CH:37]([CH3:39])[CH3:38])[O:32][CH2:31][CH:28]1[CH2:29][CH2:30][N:25]([C:22]2[N:20]3[CH:21]=[C:16]([O:12][C@H:5]4[C:6]5[C:11](=[CH:10][CH:9]=[CH:8][CH:7]=5)[C@@H:2]([NH2:1])[CH2:3][CH2:4]4)[CH:17]=[CH:18][C:19]3=[N:24][N:23]=2)[CH2:26][CH2:27]1)([CH3:41])[CH3:42]. The catalyst is CN(C=O)C.O.